From a dataset of Merck oncology drug combination screen with 23,052 pairs across 39 cell lines. Regression. Given two drug SMILES strings and cell line genomic features, predict the synergy score measuring deviation from expected non-interaction effect. (1) Cell line: UWB1289. Drug 1: N#Cc1ccc(Cn2cncc2CN2CCN(c3cccc(Cl)c3)C(=O)C2)cc1. Drug 2: NC1(c2ccc(-c3nc4ccn5c(=O)[nH]nc5c4cc3-c3ccccc3)cc2)CCC1. Synergy scores: synergy=37.1. (2) Drug 1: CC(=O)OC1C(=O)C2(C)C(O)CC3OCC3(OC(C)=O)C2C(OC(=O)c2ccccc2)C2(O)CC(OC(=O)C(O)C(NC(=O)c3ccccc3)c3ccccc3)C(C)=C1C2(C)C. Drug 2: C#Cc1cccc(Nc2ncnc3cc(OCCOC)c(OCCOC)cc23)c1. Cell line: HCT116. Synergy scores: synergy=-15.1. (3) Drug 1: COc1cc(C2c3cc4c(cc3C(OC3OC5COC(C)OC5C(O)C3O)C3COC(=O)C23)OCO4)cc(OC)c1O. Drug 2: O=C(CCCCCCC(=O)Nc1ccccc1)NO. Cell line: NCIH23. Synergy scores: synergy=-2.47.